From a dataset of Reaction yield outcomes from USPTO patents with 853,638 reactions. Predict the reaction yield, written as a fraction of the theoretical maximum amount of product (1.0 means a 100% yield; for example, 0.34 means a 34% yield). The reactants are CN(C)C=O.Cl[CH2:7][CH2:8][O:9][C:10]1[CH:19]=[C:18]2[C:13]([C:14]([O:20][C:21]3[C:22]([CH3:31])=[N:23][C:24]4[C:29]([CH:30]=3)=[CH:28][CH:27]=[CH:26][CH:25]=4)=[CH:15][CH:16]=[N:17]2)=[CH:12][C:11]=1[O:32][CH3:33].C(=O)([O-])[O-].[K+].[K+].[NH:40]1[CH2:45][CH2:44][CH:43]([OH:46])[CH2:42][CH2:41]1. The catalyst is O. The product is [CH3:33][O:32][C:11]1[CH:12]=[C:13]2[C:18](=[CH:19][C:10]=1[O:9][CH2:8][CH2:7][N:40]1[CH2:45][CH2:44][CH:43]([OH:46])[CH2:42][CH2:41]1)[N:17]=[CH:16][CH:15]=[C:14]2[O:20][C:21]1[C:22]([CH3:31])=[N:23][C:24]2[C:29]([CH:30]=1)=[CH:28][CH:27]=[CH:26][CH:25]=2. The yield is 0.410.